This data is from NCI-60 drug combinations with 297,098 pairs across 59 cell lines. The task is: Regression. Given two drug SMILES strings and cell line genomic features, predict the synergy score measuring deviation from expected non-interaction effect. Drug 1: C1=NC2=C(N=C(N=C2N1C3C(C(C(O3)CO)O)O)F)N. Drug 2: CCC1(CC2CC(C3=C(CCN(C2)C1)C4=CC=CC=C4N3)(C5=C(C=C6C(=C5)C78CCN9C7C(C=CC9)(C(C(C8N6C)(C(=O)OC)O)OC(=O)C)CC)OC)C(=O)OC)O.OS(=O)(=O)O. Cell line: NCI-H322M. Synergy scores: CSS=-0.403, Synergy_ZIP=6.06, Synergy_Bliss=-1.02, Synergy_Loewe=-2.95, Synergy_HSA=-3.14.